From a dataset of Full USPTO retrosynthesis dataset with 1.9M reactions from patents (1976-2016). Predict the reactants needed to synthesize the given product. (1) Given the product [OH:6][CH2:7][CH2:8][O:9][C:10]1[CH:15]=[CH:14][CH:13]=[CH:12][C:11]=1[NH:16][C:17]1[N:26]=[CH:25][C:24]2[C:19](=[CH:20][CH:21]=[C:22]([O:27][C:28]3[CH:33]=[CH:32][N:31]=[C:30]([C:34]([NH:36][CH3:37])=[O:35])[CH:29]=3)[CH:23]=2)[N:18]=1, predict the reactants needed to synthesize it. The reactants are: C([Si](C)(C)[O:6][CH2:7][CH2:8][O:9][C:10]1[CH:15]=[CH:14][CH:13]=[CH:12][C:11]=1[NH:16][C:17]1[N:26]=[CH:25][C:24]2[C:19](=[CH:20][CH:21]=[C:22]([O:27][C:28]3[CH:33]=[CH:32][N:31]=[C:30]([C:34]([NH:36][CH3:37])=[O:35])[CH:29]=3)[CH:23]=2)[N:18]=1)(C)(C)C.CCCC[N+](CCCC)(CCCC)CCCC.[F-]. (2) The reactants are: ClC1N=C(NNCC#C)N=C(NNCCC)N=1.[CH2:18]([NH2:22])[CH2:19][CH2:20][CH3:21].CN(C)[C:25]1[N:30]=[C:29]([NH:31][CH2:32][CH2:33][CH3:34])[N:28]=[C:27]([NH:35][CH2:36][C:37]#[CH:38])[N:26]=1. Given the product [CH2:18]([NH:22][C:25]1[N:26]=[C:27]([NH:35][CH2:36][CH2:37][CH3:38])[N:28]=[C:29]([NH:31][CH2:32][C:33]#[CH:34])[N:30]=1)[CH2:19][CH2:20][CH3:21], predict the reactants needed to synthesize it. (3) Given the product [N:8]1[CH:9]=[CH:10][CH:11]=[CH:12][C:7]=1[C:3]1[CH2:4][CH2:5][CH2:6][CH:2]=1, predict the reactants needed to synthesize it. The reactants are: O[CH:2]1[CH2:6][CH2:5][CH2:4][CH:3]1[C:7]1[CH:12]=[CH:11][CH:10]=[CH:9][N:8]=1.O.